From a dataset of Full USPTO retrosynthesis dataset with 1.9M reactions from patents (1976-2016). Predict the reactants needed to synthesize the given product. (1) Given the product [Br:11][C:10]1[C:5]([C:3]2[N:4]=[C:22]([C:12]3[C:21]4[C:16](=[CH:17][CH:18]=[CH:19][CH:20]=4)[CH:15]=[CH:14][CH:13]=3)[NH:1][N:2]=2)=[N:6][CH:7]=[CH:8][CH:9]=1, predict the reactants needed to synthesize it. The reactants are: [NH2:1][NH:2][C:3]([C:5]1[C:10]([Br:11])=[CH:9][CH:8]=[CH:7][N:6]=1)=[NH:4].[C:12]1([CH:22]=O)[C:21]2[C:16](=[CH:17][CH:18]=[CH:19][CH:20]=2)[CH:15]=[CH:14][CH:13]=1. (2) Given the product [C:3]([CH:5]=[C:15]1[C:23]2[C:18](=[CH:19][C:20]([C:24]([OH:26])=[O:25])=[CH:21][CH:22]=2)[CH2:17][C:16]21[CH2:29][CH2:28]2)#[N:4], predict the reactants needed to synthesize it. The reactants are: [H-].[Na+].[C:3]([CH2:5]P(=O)(OCC)OCC)#[N:4].O=[C:15]1[C:23]2[C:18](=[CH:19][C:20]([C:24]([O:26]C)=[O:25])=[CH:21][CH:22]=2)[CH2:17][C:16]21[CH2:29][CH2:28]2.[OH-].[Na+].Cl. (3) Given the product [ClH:31].[CH2:2]([O:9][C:10]1[C:11]([NH:17][C:18]2[S:19][CH:20]=[C:21]([CH3:23])[N:22]=2)=[N:12][CH:33]=[C:32]([Cl:38])[CH:15]=1)[C:3]1[CH:8]=[CH:7][CH:6]=[CH:5][CH:4]=1, predict the reactants needed to synthesize it. The reactants are: Cl.[CH2:2]([O:9][C:10]1[C:11]([NH:17][C:18]2[S:19][CH:20]=[C:21]([CH3:23])[N:22]=2)=[N:12]C=C(Br)[CH:15]=1)[C:3]1[CH:8]=[CH:7][CH:6]=[CH:5][CH:4]=1.[Li]C.C([Li])CCC.[Cl:31][C:32]([Cl:38])(Cl)[C:33](Cl)(Cl)Cl. (4) Given the product [C:19]([O:23][C:24]([N:26]1[CH2:27][CH2:28][CH2:29][CH2:30][C@H:31]1[CH2:37][O:8][C:5]1[CH:6]=[CH:7][C:2]([Cl:1])=[CH:3][C:4]=1[O:9][C:10]1[C:15]([O:16][CH3:17])=[CH:14][CH:13]=[CH:12][C:11]=1[F:18])=[O:25])([CH3:20])([CH3:21])[CH3:22], predict the reactants needed to synthesize it. The reactants are: [Cl:1][C:2]1[CH:7]=[CH:6][C:5]([OH:8])=[C:4]([O:9][C:10]2[C:15]([O:16][CH3:17])=[CH:14][CH:13]=[CH:12][C:11]=2[F:18])[CH:3]=1.[C:19]([O:23][C:24]([N:26]1[CH2:31][CH2:30][CH2:29][C@H:28](CS(C)(=O)=O)[CH2:27]1)=[O:25])([CH3:22])([CH3:21])[CH3:20].[C:37](=O)([O-])[O-].[Cs+].[Cs+]. (5) Given the product [Br:1][C:2]1[C:7]([CH3:8])=[N:6][C:5]([C:9]2[N:10]=[CH:13][NH:12][N:11]=2)=[CH:4][CH:3]=1, predict the reactants needed to synthesize it. The reactants are: [Br:1][C:2]1[CH:3]=[CH:4][C:5]([C:9](=[N:11][NH2:12])[NH2:10])=[N:6][C:7]=1[CH3:8].[CH:13](O)=O. (6) Given the product [Cl:31][C:10]1[C:9]2[C:14](=[CH:15][C:6]3[CH:5]=[C:4]([O:20][CH2:21][CH2:22][N:23]4[CH2:28][CH2:27][O:26][CH2:25][CH2:24]4)[C:3]([O:2][CH3:1])=[CH:19][C:7]=3[CH:8]=2)[N:13]=[CH:12][C:11]=1[C:16]#[N:17], predict the reactants needed to synthesize it. The reactants are: [CH3:1][O:2][C:3]1[C:4]([O:20][CH2:21][CH2:22][N:23]2[CH2:28][CH2:27][O:26][CH2:25][CH2:24]2)=[CH:5][C:6]2[CH:15]=[C:14]3[C:9]([C:10](=O)[C:11]([C:16]#[N:17])=[CH:12][NH:13]3)=[CH:8][C:7]=2[CH:19]=1.P(Cl)(Cl)([Cl:31])=O. (7) Given the product [CH3:31][N:32]([CH3:33])[CH2:6][CH2:7][C:8]1[O:9][C:10]2[CH:16]=[CH:15][C:14]([C:17]3[CH:18]=[CH:19][C:20]([C:23]([N:25]4[CH2:30][CH2:29][O:28][CH2:27][CH2:26]4)=[O:24])=[CH:21][CH:22]=3)=[CH:13][C:11]=2[CH:12]=1, predict the reactants needed to synthesize it. The reactants are: CS(O[CH2:6][CH2:7][C:8]1[O:9][C:10]2[CH:16]=[CH:15][C:14]([C:17]3[CH:22]=[CH:21][C:20]([C:23]([N:25]4[CH2:30][CH2:29][O:28][CH2:27][CH2:26]4)=[O:24])=[CH:19][CH:18]=3)=[CH:13][C:11]=2[CH:12]=1)(=O)=O.[CH3:31][NH:32][CH3:33]. (8) Given the product [C:7]([O:11][C:12](=[O:46])[N:13]([CH2:30][CH2:31][O:32][C:33]1[CH:38]=[CH:37][CH:36]=[CH:35][C:34]=1[CH2:39][C:40]1[CH:41]=[CH:42][CH:43]=[CH:44][CH:45]=1)[CH2:14][CH2:15][N:16]([S:17]([C:20]1[C:21]2[CH:22]=[CH:23][N:24]=[CH:25][C:26]=2[CH:27]=[CH:28][CH:29]=1)(=[O:19])=[O:18])[CH3:1])([CH3:10])([CH3:8])[CH3:9], predict the reactants needed to synthesize it. The reactants are: [C:1]([O-])([O-])=O.[K+].[K+].[C:7]([O:11][C:12](=[O:46])[N:13]([CH2:30][CH2:31][O:32][C:33]1[CH:38]=[CH:37][CH:36]=[CH:35][C:34]=1[CH2:39][C:40]1[CH:45]=[CH:44][CH:43]=[CH:42][CH:41]=1)[CH2:14][CH2:15][NH:16][S:17]([C:20]1[C:21]2[CH:22]=[CH:23][N:24]=[CH:25][C:26]=2[CH:27]=[CH:28][CH:29]=1)(=[O:19])=[O:18])([CH3:10])([CH3:9])[CH3:8].CI. (9) Given the product [CH2:1]([N:8]1[CH2:13][CH2:12][C:11]([CH3:24])([C:14]2[CH:19]=[CH:18][CH:17]=[C:16]([CH2:20][OH:21])[CH:15]=2)[CH:10]([CH3:25])[CH2:9]1)[CH2:2][CH2:3][CH2:4][CH2:5][CH3:6], predict the reactants needed to synthesize it. The reactants are: [C:1]([N:8]1[CH2:13][CH2:12][C:11]([CH3:24])([C:14]2[CH:19]=[CH:18][CH:17]=[C:16]([C:20](OC)=[O:21])[CH:15]=2)[CH:10]([CH3:25])[CH2:9]1)(=O)[CH2:2][CH2:3][CH2:4][CH2:5][CH3:6].[H-].[Al+3].[Li+].[H-].[H-].[H-]. (10) The reactants are: [Br:1][C:2]1[CH:7]=[CH:6][C:5]([NH2:8])=[C:4]([N+:9]([O-:11])=[O:10])[CH:3]=1.C1C(=O)N([Cl:19])C(=O)C1.CCOC(C)=O. Given the product [Br:1][C:2]1[CH:3]=[C:4]([N+:9]([O-:11])=[O:10])[C:5]([NH2:8])=[C:6]([Cl:19])[CH:7]=1, predict the reactants needed to synthesize it.